Dataset: NCI-60 drug combinations with 297,098 pairs across 59 cell lines. Task: Regression. Given two drug SMILES strings and cell line genomic features, predict the synergy score measuring deviation from expected non-interaction effect. (1) Drug 1: CC1CCC2CC(C(=CC=CC=CC(CC(C(=O)C(C(C(=CC(C(=O)CC(OC(=O)C3CCCCN3C(=O)C(=O)C1(O2)O)C(C)CC4CCC(C(C4)OC)O)C)C)O)OC)C)C)C)OC. Drug 2: CN(CCCl)CCCl.Cl. Cell line: SF-539. Synergy scores: CSS=29.4, Synergy_ZIP=-6.67, Synergy_Bliss=-2.33, Synergy_Loewe=0.589, Synergy_HSA=1.72. (2) Drug 1: C1CCC(CC1)NC(=O)N(CCCl)N=O. Drug 2: C1CNP(=O)(OC1)N(CCCl)CCCl. Cell line: RPMI-8226. Synergy scores: CSS=32.3, Synergy_ZIP=8.54, Synergy_Bliss=5.18, Synergy_Loewe=-22.9, Synergy_HSA=4.36.